The task is: Predict which catalyst facilitates the given reaction.. This data is from Catalyst prediction with 721,799 reactions and 888 catalyst types from USPTO. (1) Reactant: Cl.O.[NH:3]1[CH2:8][CH2:7][C:6](=[O:9])[CH2:5][CH2:4]1.C(=O)([O-])[O-].[K+].[K+].Cl[CH2:17][CH2:18][C:19]([O:21][CH2:22][CH3:23])=[O:20]. Product: [O:9]=[C:6]1[CH2:7][CH2:8][N:3]([CH2:17][CH2:18][C:19]([O:21][CH2:22][CH3:23])=[O:20])[CH2:4][CH2:5]1. The catalyst class is: 8. (2) Reactant: [CH:1]([C:3]1[N:8]=[C:7]2[N:9]([CH2:20][C:21]([F:24])([F:23])[F:22])[C:10]([NH:12][C:13](=[O:19])[CH2:14][C:15]([CH3:18])([CH3:17])[CH3:16])=[N:11][C:6]2=[CH:5][CH:4]=1)=[O:2].[BH4-].[Na+]. Product: [OH:2][CH2:1][C:3]1[N:8]=[C:7]2[N:9]([CH2:20][C:21]([F:22])([F:23])[F:24])[C:10]([NH:12][C:13](=[O:19])[CH2:14][C:15]([CH3:18])([CH3:17])[CH3:16])=[N:11][C:6]2=[CH:5][CH:4]=1. The catalyst class is: 5.